The task is: Predict the product of the given reaction.. This data is from Forward reaction prediction with 1.9M reactions from USPTO patents (1976-2016). (1) Given the reactants OC1C=CC=CN=1.[C:8]([O:12][C:13](=[O:41])[NH:14][C@H:15]([C@@H:33]1[CH2:37][C@@H:36]([CH2:38][CH3:39])[C:35](=[O:40])[O:34]1)[CH2:16][N:17]1[CH2:22][C:21](=[O:23])[N:20]([C:24]2[CH:29]=[CH:28][CH:27]=[CH:26][C:25]=2[Cl:30])[CH2:19][C:18]1([CH3:32])[CH3:31])([CH3:11])([CH3:10])[CH3:9].[CH3:42][C:43]([CH3:47])([CH3:46])[CH2:44][NH2:45], predict the reaction product. The product is: [C:8]([O:12][C:13](=[O:41])[NH:14][C@@H:15]([CH2:16][N:17]1[CH2:22][C:21](=[O:23])[N:20]([C:24]2[CH:29]=[CH:28][CH:27]=[CH:26][C:25]=2[Cl:30])[CH2:19][C:18]1([CH3:32])[CH3:31])[C@@H:33]([OH:34])[CH2:37][C@H:36]([C:35](=[O:40])[NH:45][CH2:44][C:43]([CH3:47])([CH3:46])[CH3:42])[CH2:38][CH3:39])([CH3:9])([CH3:11])[CH3:10]. (2) Given the reactants [F:1][C:2]1[CH:7]=[CH:6][C:5]([C@H:8]2[CH2:12][O:11][C:10](=[O:13])[N:9]2[C:14]2[CH:19]=[CH:18][N:17]3[N:20]=[CH:21][C:22]([C:23]4[CH:28]=[CH:27][C:26]([C:29]5[CH:33]=[CH:32][N:31](COCC[Si](C)(C)C)[N:30]=5)=[CH:25][CH:24]=4)=[C:16]3[N:15]=2)=[CH:4][CH:3]=1.C(O)(C(F)(F)F)=O, predict the reaction product. The product is: [NH:31]1[CH:32]=[CH:33][C:29]([C:26]2[CH:25]=[CH:24][C:23]([C:22]3[CH:21]=[N:20][N:17]4[CH:18]=[CH:19][C:14]([N:9]5[C@@H:8]([C:5]6[CH:6]=[CH:7][C:2]([F:1])=[CH:3][CH:4]=6)[CH2:12][O:11][C:10]5=[O:13])=[N:15][C:16]=34)=[CH:28][CH:27]=2)=[N:30]1. (3) The product is: [CH2:16]([NH:18][C:19]1[N:20]=[N+:21]([O-:34])[C:22]2[C:31]([N+:32]=1[O-:4])=[CH:30][C:29]1[CH2:28][N:27]([CH3:33])[CH2:26][CH2:25][C:24]=1[CH:23]=2)[CH3:17]. Given the reactants OO.C(OC(C(F)(F)F)=O)(C(F)(F)F)=[O:4].[CH2:16]([NH:18][C:19]1[N:20]=[N+:21]([O-:34])[C:22]2[C:31]([N:32]=1)=[CH:30][C:29]1[CH2:28][N:27]([CH3:33])[CH2:26][CH2:25][C:24]=1[CH:23]=2)[CH3:17].C(O)(C(F)(F)F)=O, predict the reaction product.